From a dataset of Forward reaction prediction with 1.9M reactions from USPTO patents (1976-2016). Predict the product of the given reaction. (1) Given the reactants CON(C)[C:4]([C:6]1[CH:7]=[N:8][N:9]([C:11]2[CH:12]=[N:13][CH:14]=[CH:15][CH:16]=2)[CH:10]=1)=[O:5].[CH3:18][Mg]Cl.[Cl-].[NH4+], predict the reaction product. The product is: [N:13]1[CH:14]=[CH:15][CH:16]=[C:11]([N:9]2[CH:10]=[C:6]([C:4](=[O:5])[CH3:18])[CH:7]=[N:8]2)[CH:12]=1. (2) The product is: [CH3:36][C:30]([O:29][C:25]1[CH:24]=[C:23]([C:19]2[CH:20]=[CH:21][CH:22]=[C:17]([O:15][CH2:14][CH2:13][C:3]3[C:2]([CH3:1])=[N:6][N:5]([C:7]4[CH:12]=[CH:11][CH:10]=[CH:9][CH:8]=4)[N:4]=3)[CH:18]=2)[CH:28]=[CH:27][CH:26]=1)([CH3:35])[C:31]([O:33][CH3:34])=[O:32]. Given the reactants [CH3:1][C:2]1[C:3]([CH2:13][CH2:14][OH:15])=[N:4][N:5]([C:7]2[CH:12]=[CH:11][CH:10]=[CH:9][CH:8]=2)[N:6]=1.O[C:17]1[CH:18]=[C:19]([C:23]2[CH:28]=[CH:27][CH:26]=[C:25]([O:29][C:30]([CH3:36])([CH3:35])[C:31]([O:33][CH3:34])=[O:32])[CH:24]=2)[CH:20]=[CH:21][CH:22]=1.C1C=CC(P(C2C=CC=CC=2)C2C=CC=CC=2)=CC=1.N(C(OCC)=O)=NC(OCC)=O, predict the reaction product. (3) Given the reactants [OH:1][C:2]1[CH:9]=[CH:8][C:5]([CH:6]=[O:7])=[CH:4][CH:3]=1.[C:10]([N:13]1[CH2:18][CH2:17][NH:16][CH2:15][CH2:14]1)(=[O:12])[CH3:11].[CH2:19]=O, predict the reaction product. The product is: [C:10]([N:13]1[CH2:18][CH2:17][N:16]([CH2:19][C:3]2[CH:4]=[C:5]([CH:8]=[CH:9][C:2]=2[OH:1])[CH:6]=[O:7])[CH2:15][CH2:14]1)(=[O:12])[CH3:11].